From a dataset of Full USPTO retrosynthesis dataset with 1.9M reactions from patents (1976-2016). Predict the reactants needed to synthesize the given product. (1) Given the product [NH2:1][C:2]1[CH:15]=[CH:14][C:13]([O:16][C:17]([F:18])([F:19])[F:20])=[CH:12][C:3]=1[C:4]([NH:6][CH2:7][C:8]([OH:10])=[O:9])=[O:5], predict the reactants needed to synthesize it. The reactants are: [NH2:1][C:2]1[CH:15]=[CH:14][C:13]([O:16][C:17]([F:20])([F:19])[F:18])=[CH:12][C:3]=1[C:4]([NH:6][CH2:7][C:8]([O:10]C)=[O:9])=[O:5].[OH-].[Na+].C(O)(=O)CC(CC(O)=O)(C(O)=O)O. (2) Given the product [Cl-:46].[Cl-:46].[C:38]1(=[Hf+2:47]([CH:42]2[C:41]3[C:45](=[C:24]([C:29]4[CH:34]=[CH:33][CH:32]=[CH:31][CH:30]=4)[CH:23]=[CH:22][CH:40]=3)[CH:44]=[CH:43]2)[CH:20]2[C:28]3[C:23](=[C:24]([C:29]4[CH:30]=[CH:31][CH:32]=[CH:33][CH:34]=4)[CH:25]=[CH:26][CH:27]=3)[CH:22]=[CH:21]2)[CH2:37][CH2:36][CH2:35]1, predict the reactants needed to synthesize it. The reactants are: [C:29]1([C:24]2[CH:25]=[CH:26][CH:27]=[C:28]3[C:23]=2[CH:22]=[CH:21][CH:20]3C2([CH:20]3[C:28]4[C:23](=[C:24]([C:29]5[CH:34]=[CH:33][CH:32]=[CH:31][CH:30]=5)[CH:25]=[CH:26][CH:27]=4)[CH:22]=[CH:21]3)CCC2)[CH:34]=[CH:33][CH:32]=[CH:31][CH:30]=1.[CH2:35]([Li])[CH2:36][CH2:37][CH3:38].[CH3:40][CH2:41][CH2:42][CH2:43][CH2:44][CH3:45].[Cl-:46].[Hf+4:47].[Cl-].[Cl-].[Cl-]. (3) Given the product [Cl:30][CH2:31][C:32]([NH:28][C:24]1[CH:23]=[CH:22][CH:21]=[C:20]2[C:25]=1[C:26](=[O:27])[N:18]([CH:12]([C:6]1[CH:7]=[CH:8][C:9]([O:10][CH3:11])=[C:4]([O:3][CH2:1][CH3:2])[CH:5]=1)[CH2:13][S:14]([CH3:17])(=[O:16])=[O:15])[C:19]2=[O:29])=[O:33], predict the reactants needed to synthesize it. The reactants are: [CH2:1]([O:3][C:4]1[CH:5]=[C:6]([CH:12]([N:18]2[C:26](=[O:27])[C:25]3[C:20](=[CH:21][CH:22]=[CH:23][C:24]=3[NH2:28])[C:19]2=[O:29])[CH2:13][S:14]([CH3:17])(=[O:16])=[O:15])[CH:7]=[CH:8][C:9]=1[O:10][CH3:11])[CH3:2].[Cl:30][CH2:31][C:32](Cl)=[O:33]. (4) The reactants are: [NH2:1][C:2]1[CH:10]=[CH:9][CH:8]=[CH:7][C:3]=1[C:4]([NH2:6])=[O:5].[CH3:11][N:12]([CH3:21])[C:13]1[CH:20]=[CH:19][C:16]([CH:17]=O)=[CH:15][CH:14]=1.[Na].S(=O)(=O)=O. Given the product [CH3:11][N:12]([CH3:21])[C:13]1[CH:20]=[CH:19][C:16]([C:17]2[N:6]=[C:4]([OH:5])[C:3]3[C:2](=[CH:10][CH:9]=[CH:8][CH:7]=3)[N:1]=2)=[CH:15][CH:14]=1, predict the reactants needed to synthesize it.